Task: Predict which catalyst facilitates the given reaction.. Dataset: Catalyst prediction with 721,799 reactions and 888 catalyst types from USPTO (1) Reactant: C([NH:8][CH:9]1[CH2:14][CH2:13][N:12]([C:15]([O:17][C:18]([CH3:21])([CH3:20])[CH3:19])=[O:16])[C@@H:11]([C:22]([O:24][CH:25]2[CH2:29][CH2:28][CH2:27][CH2:26]2)=[O:23])[CH2:10]1)C1C=CC=CC=1. Product: [NH2:8][CH:9]1[CH2:14][CH2:13][N:12]([C:15]([O:17][C:18]([CH3:21])([CH3:19])[CH3:20])=[O:16])[C@@H:11]([C:22]([O:24][CH:25]2[CH2:26][CH2:27][CH2:28][CH2:29]2)=[O:23])[CH2:10]1. The catalyst class is: 19. (2) Reactant: [C:1]([O:8]CC)(=O)[CH2:2][CH2:3][C:4]([CH3:6])=O.[CH3:11][N:12]([CH3:16])[CH2:13][CH2:14][NH2:15]. Product: [CH3:11][N:12]([CH3:16])[CH2:13][CH2:14][N:15]1[CH:4]([CH3:6])[CH2:3][CH2:2][C:1]1=[O:8]. The catalyst class is: 45. (3) Reactant: C([O-])(=O)C.[K+].Br[C:7]1[CH:8]=[C:9]2[C:13](=[CH:14][CH:15]=1)[NH:12][N:11]=[CH:10]2.[B:16]1([B:16]2[O:20][C:19]([CH3:22])([CH3:21])[C:18]([CH3:24])([CH3:23])[O:17]2)[O:20][C:19]([CH3:22])([CH3:21])[C:18]([CH3:24])([CH3:23])[O:17]1. Product: [CH3:23][C:18]1([CH3:24])[C:19]([CH3:22])([CH3:21])[O:20][B:16]([C:7]2[CH:8]=[C:9]3[C:13](=[CH:14][CH:15]=2)[NH:12][N:11]=[CH:10]3)[O:17]1. The catalyst class is: 16. (4) Reactant: C[Si]([N-][Si](C)(C)C)(C)C.[Na+].[CH3:11][O:12][C:13](=[O:29])[CH2:14][C:15]1[CH:20]=[C:19]([C:21]([F:24])([F:23])[F:22])[CH:18]=[C:17]([C:25]([F:28])([F:27])[F:26])[CH:16]=1.[CH:30](I)([CH3:32])[CH3:31]. Product: [CH3:11][O:12][C:13](=[O:29])[CH:14]([C:15]1[CH:16]=[C:17]([C:25]([F:28])([F:26])[F:27])[CH:18]=[C:19]([C:21]([F:23])([F:24])[F:22])[CH:20]=1)[CH:30]([CH3:32])[CH3:31]. The catalyst class is: 1. (5) Reactant: [CH3:1][C:2]1[CH:7]=[C:6]([C:8]([F:11])([F:10])[F:9])[N:5]=[CH:4][C:3]=1[NH2:12].[N:13]([O-])=O.[Na+]. Product: [F:10][C:8]([F:11])([F:9])[C:6]1[CH:7]=[C:2]2[CH:1]=[N:13][NH:12][C:3]2=[CH:4][N:5]=1. The catalyst class is: 86. (6) Reactant: [S:1]([O-])([O-])(=O)=[S:2].[Na+].[Na+].Br[CH2:9][CH2:10][CH2:11][CH2:12][CH2:13][CH2:14][CH2:15][CH2:16][CH2:17][CH2:18][C:19]([OH:21])=[O:20].II.S(S([O-])=O)([O-])(=O)=O.[Na+].[Na+]. Product: [C:19]([OH:21])(=[O:20])[CH2:18][CH2:17][CH2:16][CH2:15][CH2:14][CH2:13][CH2:12][CH2:11][CH2:10][CH2:9][S:1][S:2][CH2:9][CH2:10][CH2:11][CH2:12][CH2:13][CH2:14][CH2:15][CH2:16][CH2:17][CH2:18][C:19]([OH:21])=[O:20]. The catalyst class is: 38.